Dataset: B-cell epitopes from IEDB database with 3,159 antigens for binding position prediction. Task: Token-level Classification. Given an antigen amino acid sequence, predict which amino acid positions are active epitope sites capable of antibody binding. Output is a list of indices for active positions. (1) Given the antigen sequence: MQLWRRRAAGPASLGRQSLPLGCFFAAFGLCVLSAILGTGERGLFVAAGNSRRKITYFGTLTQKAPNWYRCSSTRAKEEVVGHVTLNKEHPDMTIECVDDGLGGEFLPLEGARSSYPRVCHIDAKDQDDCERNRGFLTDYIPGAKQYWYKIEKVEQNGEQSVLYKFTVPWILLPPAKQRYKVGCRYPNHEYCFVEVTVEPTPPMVEGKRVTCGYSESGPVNLEVDLSKNANFIEIRCGEQHHPQPSTYTLQYCSGDSVDPQKCSPQSLTNIFYDYSSSWWKGKLNGPDGATLTIPPGGFPEEDKSFLVGCSLTVDGPPFCNVKVRVAGNPRKWERGGGGHPGSGGLQPGTDGETQAGTGSSAGASSRMASVALAFLLGLLVHVAA, which amino acid positions are active epitope sites? The epitope positions are: [48, 49, 50, 51, 52, 53, 54, 55, 56]. The amino acids at these positions are: GNSRRKITY. (2) Given the antigen sequence: MSGRGKQGGKARAKAKTRSSRAGLQFPVGRVHRLLRKGNYAERVGAGAPVYLAAVLEYLTAEILELAGNAARDNKKTRIIPRHLQLAIRNDEELNKLLGKVTIAQGGVLPNIQAVLLPKKTESHHKAKGK, which amino acid positions are active epitope sites? The epitope positions are: [90, 91, 92, 93, 94, 95, 96, 97, 98, 99, 100, 101, 102, 103, 104, 105]. The amino acids at these positions are: DEELNKLLGKVTIAQG. (3) The epitope positions are: [385, 386, 387, 388, 389, 390, 391, 392, 393, 394, 395, 396, 397]. The amino acids at these positions are: HLQQNFSTRYIYD. Given the antigen sequence: MDSTEAEQMDTEQATNQTAEAGGGGGGGVGNSTGGFNNTTEFKVINNEVYITCHATRMVHINQADTDEYLIFNAGRTTDTKTHQQKLNLEFFVYDDFHQQVMTPWYIVDSNAWGVWMSPKDFQQMKTLCSEISLVTLEQEIDNVTIKTVTETNQGNASTKQFNNDLTASLQVALDTNNILPYTPAAPLGETLGFVPWRATKPTQYRYYHPCYIYNRYPNIQKVATETLTWDAVQDDYLSVDEQYFNFITIENNIPINILRTGDNFHTGLYEFNSKPCKLTLSYQSTRCLGLPPLCKPKTDTTHKVTSKENGADLIYIQGQDNTRLGHFWGEERGKKNAEMNRIRPYNIGYQYPEWIIPAGLQGSYFAGGPRQWSDTTKGAGTHSQHLQQNFSTRYIYDRNHGGDNEVDLLDGIPIHERSNYYSDNEIEQHTAKQPKLRTPPIHHSKIDSWEEEGWPAASGTHFEDEVIYLDYFNFSGEQELNFPHEVLDDAAQMKKLLNS..., which amino acid positions are active epitope sites? (4) Given the antigen sequence: MKKISRKEYVSMYGPTTGDKVRLGDTDLIAEVEHDYTIYGEELKFGGGKTLREGMSQSNNPSKEELDLIITNALIVDYTGIYKADIGIKDGKIAGIGKGGNKDMQDGVKNNLSVGPATEALAGEGLIVTAGGIDTHIHFISPQQIPTAFASGVTTMIGGGTGPADGTNATTITPGRRNLKWMLRAAEEYSMNLGFLAKGNASNDASLADQIEAGAIGFKIHEDWGTTPSAINHALDVADKYDVQVAIHTDTLNEAGCVEDTMAAIAGRTMHTFHTEGAGGGHAPDIIKVAGEHNILPASTNPTIPFTVNTEAEHMDMLMVCHHLDKSIKEDVQFADSRIRPQTIAAEDTLHDMGIFSITSSDSQAMGRVGEVITRTWQTADKNKKEFGRLKEEKGDNDNFRIKRYLSKYTINPAIAHGISEYVGSVEVGKVADLVLWSPAFFGVKPNMIIKGGFIALSQMGDANASIPTPQPVYYREMFAHHGKAKYDANITFVSQAAYD..., which amino acid positions are active epitope sites? The epitope positions are: [320, 321, 322, 323, 324, 325, 326, 327, 328, 329, 330, 331, 332, 333, 334, 335, 336, 337, 338]. The amino acids at these positions are: CHHLDKSIKEDVQFADSRI. (5) Given the antigen sequence: MPFVNKQFNYKDPVNGVDIAYIKIPNAGQMQPVKAFKIHNKIWVIPERDTFTNPEEGDLNPPPEAKQVPVSYYDSTYLSTDNEKDNYLKGVTKLFERIYSTDLGRMLLTSIVRGIPFWGGSTIDTELKVIDTNCINVIQPDGSYRSEELNLVIIGPSADIIQFECKSFGHEVLNLTRNGYGSTQYIRFSPDFTFGFEESLEVDTNPLLGAGKFATDPAVTLAHELIHAGHRLYGIAINPNRVFKVNTNAYYEMSGLEVSFEELRTFGGHDAKFIDSLQENEFRLYYYNKFKDIASTLNKAKSIVGTTASLQYMKNVFKEKYLLSEDTSGKFSVDKLKFDKLYKMLTEIYTEDNFVKFFKVLNRKTYLNFDKAVFKINIVPKVNYTIYDGFNLRNTNLAANFNGQNTEINNMNFTKLKNFTGLFEFYKLLCVRGIITSKTKSLDKGYNKALNDLCIKVNNWDLFFSPSEDNFTNDLNKGEEITSDTNIEAAEENISLDLIQ..., which amino acid positions are active epitope sites? The epitope positions are: [750, 751, 752, 753, 754, 755, 756, 757, 758]. The amino acids at these positions are: YNQYTEEEK. (6) The epitope positions are: [624, 625, 626, 627, 628, 629, 630, 631, 632, 633, 634]. The amino acids at these positions are: LVGPRGERGFP. Given the antigen sequence: MIRLGAPQTLVLLTLLVAAVLRCQGQDVRQPGPKGQKGEPGDIKDIVGPKGPPGPQGPAGEQGPRGDRGDKGEKGAPGPRGRDGEPGTPGNPGPPGPPGPPGPPGLGGNFAAQMAGGFDEKAGGAQLGVMQGPMGPMGPRGPPGPAGAPGPQGFQGNPGEPGEPGVSGPMGPRGPPGPPGKPGDDGEAGKPGKAGERGPPGPQGARGFPGTPGLPGVKGHRGYPGLDGAKGEAGAPGVKGESGSPGENGSPGPMGPRGLPGERGRTGPAGAAGARGNDGQPGPAGPPGPVGPAGGPGFPGAPGAKGEAGPTGARGPEGAQGPRGEPGTPGSPGPAGASGNPGTDGIPGAKGSAGAPGIAGAPGFPGPRGPPGPQGATGPLGPKGQTGEPGIAGFKGEQGPKGEPGPAGPQGAPGPAGEEGKRGARGEPGGVGPIGPPGERGAPGNRGFPGQDGLAGPKGAPGERGPSGLAGPKGANGDPGRPGEPGLPGARGLTGRPGDA..., which amino acid positions are active epitope sites? (7) Given the antigen sequence: YDNVDTLIEKGRYNTKYNYLKRMEKYYPNAMAYFDKGTINPQGNDFYINNPKVELDGEPSMNYLEDVYVGKALLTNDTQQEQKLKSQSFTCKNTDTVTATTTHTVGTSIQATAKFTVPFNETGVSLTTSYSFANTNTNTNSKENTHNVPSQDILVPANTTVEVIAYLKKVNVKGNVKLVGQVSGSEWGEIPSYLAFPRDGYKFSLSDTVIKSDLNEDGTININGKGNYSAVMGDELIVKVRNLNTNNVQEYVIPVDKKEKSNDSNIVKYWSLSIKAPGIK, which amino acid positions are active epitope sites? The epitope positions are: [130, 131, 132, 133, 134, 135, 136, 137, 138, 139, 140, 141]. The amino acids at these positions are: SFANTNTNTNSK. (8) Given the antigen sequence: MEKIVLLLAIVSLVKSDQICIGYHANNSTEQVDTIMEKNVTVTHAQDILEKTHNGKLCDLDGVKPLILRDCSVAGWLLGNPMCDEFINVPEWSYIVEKANPANDLCYPGNFNDYEELKHLLSRINHFEKIQIIPKSSWSDHEASSGVSSACPYQGTPSFFRNVVWLIKKNNTYPTIKRSYNNTNQEDLLILWGIHHSNDAAEQTKLYQNPTTYISVGTSTLNQRLVPKIATRSKVNGQSGRMDFFWTILKPNDAINFESNGNFIAPEYAYKIVKKGDSAIIKSEVEYGNCNTKCQTPIGAINSSMPFHNIHPLTIGECPKYVKSNKLVLATGLRNSPLRERRRKRGLFGAIAGFIEGGWQGMVDGWYGYHHSNEQGSGYAADKESTQKAIDGVTNKVNSIIDKMNTQFEAVGREFNNLERRIENLNKKMEDGFLDVWTYNAELLVLMENERTLDFHDSNVKNLYDKVRLQLRDNAKELGNGCFEFYHKCDNECMESVRNG..., which amino acid positions are active epitope sites? The epitope positions are: [75, 76, 77, 78, 79, 80]. The amino acids at these positions are: WLLGNP.